Dataset: Full USPTO retrosynthesis dataset with 1.9M reactions from patents (1976-2016). Task: Predict the reactants needed to synthesize the given product. (1) Given the product [Br:12][C:13]1[CH:14]=[C:15]([CH:18]=[CH:19][CH:20]=1)[CH2:16][C:2]1[O:6][C:5]([C:7]([O:9][CH3:10])=[O:8])=[CH:4][CH:3]=1, predict the reactants needed to synthesize it. The reactants are: Br[C:2]1[O:6][C:5]([C:7]([O:9][CH3:10])=[O:8])=[CH:4][CH:3]=1.[Br-].[Br:12][C:13]1[CH:14]=[C:15]([CH:18]=[CH:19][CH:20]=1)[CH2:16][Zn+].C1COCC1. (2) Given the product [Cl:1][C:2]1[N:3]=[C:4]([N:13]2[CH2:18][CH2:17][O:16][CH2:15][CH2:14]2)[C:5]2[S:10][C:9]([CH2:11][N:28]3[CH2:27][CH2:26][N:25]([S:22]([CH:20]([CH3:21])[CH3:19])(=[O:23])=[O:24])[CH2:30][CH2:29]3)=[CH:8][C:6]=2[N:7]=1, predict the reactants needed to synthesize it. The reactants are: [Cl:1][C:2]1[N:3]=[C:4]([N:13]2[CH2:18][CH2:17][O:16][CH2:15][CH2:14]2)[C:5]2[S:10][C:9]([CH:11]=O)=[CH:8][C:6]=2[N:7]=1.[CH3:19][CH:20]([S:22]([N:25]1[CH2:30][CH2:29][NH:28][CH2:27][CH2:26]1)(=[O:24])=[O:23])[CH3:21]. (3) Given the product [CH:5]1([CH2:8][O:9][C:10]2[CH:11]=[CH:12][C:13]([C:14]([NH:16][C:17]3[C:26]([F:27])=[C:25]4[C:20]([CH:21]=[C:22]([CH2:28][N:42]5[C:38](=[O:48])[C:39]6[C:40](=[CH:44][CH:45]=[CH:46][CH:47]=6)[C:41]5=[O:43])[CH:23]=[N:24]4)=[CH:19][CH:18]=3)=[O:15])=[CH:30][CH:31]=2)[CH2:6][CH2:7]1, predict the reactants needed to synthesize it. The reactants are: S(Cl)(Cl)=O.[CH:5]1([CH2:8][O:9][C:10]2[CH:31]=[CH:30][C:13]([C:14]([NH:16][C:17]3[C:26]([F:27])=[C:25]4[C:20]([CH:21]=[C:22]([CH2:28]O)[CH:23]=[N:24]4)=[CH:19][CH:18]=3)=[O:15])=[CH:12][CH:11]=2)[CH2:7][CH2:6]1.C(=O)([O-])[O-].[K+].[K+].[C:38]1(=[O:48])[NH:42][C:41](=[O:43])[C:40]2=[CH:44][CH:45]=[CH:46][CH:47]=[C:39]12.[K].[OH-].[K+]. (4) Given the product [CH3:17][O:16][C:14](=[O:15])[CH2:13][CH2:12][N:11]1[C:6]2=[N:7][CH:8]=[CH:9][CH:10]=[C:5]2[CH:4]=[C:3]1[CH2:1][N:20]([CH3:21])[N:19]([CH3:18])[C:22]([O:24][CH2:25][CH:26]1[C:27]2[CH:28]=[CH:29][CH:30]=[CH:31][C:32]=2[C:33]2[C:38]1=[CH:37][CH:36]=[CH:35][CH:34]=2)=[O:23], predict the reactants needed to synthesize it. The reactants are: [CH:1]([C:3]1[N:11]([CH2:12][CH2:13][C:14]([O:16][CH3:17])=[O:15])[C:6]2=[N:7][CH:8]=[CH:9][CH:10]=[C:5]2[CH:4]=1)=O.[CH3:18][N:19]([C:22]([O:24][CH2:25][CH:26]1[C:38]2[CH:37]=[CH:36][CH:35]=[CH:34][C:33]=2[C:32]2[C:27]1=[CH:28][CH:29]=[CH:30][CH:31]=2)=[O:23])[NH:20][CH3:21].[BH-](OC(C)=O)(OC(C)=O)OC(C)=O.[Na+].CC#N.